This data is from Full USPTO retrosynthesis dataset with 1.9M reactions from patents (1976-2016). The task is: Predict the reactants needed to synthesize the given product. (1) The reactants are: [C:1]([C:3]1[CH:4]=[C:5]2[C:11]([CH:12]([OH:28])[C:13]3[C:14]([F:27])=[C:15]([NH:20][S:21]([CH2:24][CH2:25][CH3:26])(=[O:23])=[O:22])[CH:16]=[CH:17][C:18]=3[F:19])=[CH:10][NH:9][C:6]2=[N:7][CH:8]=1)#[N:2].CC(OI1(OC(C)=O)(OC(C)=O)OC(=O)C2C=CC=CC1=2)=O. Given the product [C:1]([C:3]1[CH:4]=[C:5]2[C:11]([C:12]([C:13]3[C:14]([F:27])=[C:15]([NH:20][S:21]([CH2:24][CH2:25][CH3:26])(=[O:22])=[O:23])[CH:16]=[CH:17][C:18]=3[F:19])=[O:28])=[CH:10][NH:9][C:6]2=[N:7][CH:8]=1)#[N:2], predict the reactants needed to synthesize it. (2) Given the product [CH3:1][N:2]1[C:7]2=[CH:8][N:9]([CH2:14][CH2:15][S:16][C:17]([C:30]3[CH:35]=[CH:34][CH:33]=[CH:32][CH:31]=3)([C:24]3[CH:29]=[CH:28][CH:27]=[CH:26][CH:25]=3)[C:18]3[CH:23]=[CH:22][CH:21]=[CH:20][CH:19]=3)[C:10]([C:40]3[CH:41]=[C:42]([CH:45]=[CH:46][CH:47]=3)[C:43]#[N:44])=[C:6]2[C:5](=[O:36])[N:4]([CH3:37])[C:3]1=[O:38], predict the reactants needed to synthesize it. The reactants are: [CH3:1][N:2]1[C:7]2=[CH:8][N:9]([CH2:14][CH2:15][S:16][C:17]([C:30]3[CH:35]=[CH:34][CH:33]=[CH:32][CH:31]=3)([C:24]3[CH:29]=[CH:28][CH:27]=[CH:26][CH:25]=3)[C:18]3[CH:23]=[CH:22][CH:21]=[CH:20][CH:19]=3)[C:10](B(O)O)=[C:6]2[C:5](=[O:36])[N:4]([CH3:37])[C:3]1=[O:38].Br[C:40]1[CH:41]=[C:42]([CH:45]=[CH:46][CH:47]=1)[C:43]#[N:44].[OH-].[Ba+2].[OH-].O. (3) Given the product [CH2:10]([O:9][C:8]1[C:3]([O:2][CH3:1])=[CH:4][C:5]([CH2:16][CH3:17])=[C:6](/[CH:11]=[CH:12]/[C:13]([NH:36][CH2:35][CH2:34][C:28]2[CH:29]=[CH:30][C:31]([O:32][CH3:33])=[C:26]([O:25][CH2:18][C:19]3[CH:20]=[CH:21][CH:22]=[CH:23][CH:24]=3)[CH:27]=2)=[O:15])[CH:7]=1)[C:44]1[CH:43]=[CH:45][CH:57]=[CH:56][CH:55]=1, predict the reactants needed to synthesize it. The reactants are: [CH3:1][O:2][C:3]1[C:8]([O:9][CH3:10])=[CH:7][C:6](/[CH:11]=[CH:12]/[C:13]([OH:15])=O)=[C:5]([CH2:16][CH3:17])[CH:4]=1.[CH2:18]([O:25][C:26]1[CH:27]=[C:28]([CH2:34][CH2:35][NH2:36])[CH:29]=[CH:30][C:31]=1[O:32][CH3:33])[C:19]1[CH:24]=[CH:23][CH:22]=[CH:21][CH:20]=1.CCN([CH:43]([CH3:45])[CH3:44])C(C)C.CN(C(ON1N=N[C:56]2[CH:57]=CC=N[C:55]1=2)=[N+](C)C)C.F[P-](F)(F)(F)(F)F. (4) Given the product [NH2:11][C:8]1[CH:9]=[CH:10][C:2]([F:1])=[C:3]([CH:7]=1)[C:4]([NH:21][CH:18]([CH3:20])[CH3:19])=[O:6], predict the reactants needed to synthesize it. The reactants are: [F:1][C:2]1[CH:10]=[CH:9][C:8]([N+:11]([O-])=O)=[CH:7][C:3]=1[C:4]([OH:6])=O.S(Cl)(Cl)=O.[CH:18]([NH2:21])([CH3:20])[CH3:19].[Cl-].[NH4+]. (5) Given the product [Cl:21][C:22]1[CH:23]=[C:24]([C:2]2[CH:3]=[C:4]3[C:9](=[CH:10][CH:11]=2)[O:8][CH:7]2[CH2:12][O:13][CH2:14][CH2:15][CH:6]2[C:5]23[CH2:19][O:18][C:17]([NH2:20])=[N:16]2)[CH:25]=[N:26][CH:27]=1, predict the reactants needed to synthesize it. The reactants are: Br[C:2]1[CH:3]=[C:4]2[C:9](=[CH:10][CH:11]=1)[O:8][CH:7]1[CH2:12][O:13][CH2:14][CH2:15][CH:6]1[C:5]12[CH2:19][O:18][C:17]([NH2:20])=[N:16]1.[Cl:21][C:22]1[CH:23]=[C:24](B(O)O)[CH:25]=[N:26][CH:27]=1.C(=O)([O-])[O-].[Na+].[Na+]. (6) Given the product [CH2:38]([CH:8]([CH2:9][P:10]([CH:13]([NH:15][C:16](=[O:37])[CH2:17][CH2:18][CH:19]([NH:29][C:30]([O:32][C:33]([CH3:34])([CH3:36])[CH3:35])=[O:31])[C:20]([N:22]1[CH2:26][CH2:25][CH2:24][CH:23]1[C:27]#[N:28])=[O:21])[CH3:14])([OH:12])=[O:11])[C:7]([NH:6][CH:4]([CH3:5])[C:3]([OH:46])=[O:2])=[O:45])[C:39]1[CH:44]=[CH:43][CH:42]=[CH:41][CH:40]=1, predict the reactants needed to synthesize it. The reactants are: C[O:2][C:3](=[O:46])[CH:4]([NH:6][C:7](=[O:45])[CH:8]([CH2:38][C:39]1[CH:44]=[CH:43][CH:42]=[CH:41][CH:40]=1)[CH2:9][P:10]([CH:13]([NH:15][C:16](=[O:37])[CH2:17][CH2:18][CH:19]([NH:29][C:30]([O:32][C:33]([CH3:36])([CH3:35])[CH3:34])=[O:31])[C:20]([N:22]1[CH2:26][CH2:25][CH2:24][CH:23]1[C:27]#[N:28])=[O:21])[CH3:14])([OH:12])=[O:11])[CH3:5].[OH-].[Na+]. (7) Given the product [N:9]1[CH:10]=[CH:11][C:6]([C:4]2[N:23]=[C:21]([NH:20][C:17]3[CH:16]=[CH:15][C:14]([C:13]([F:24])([F:12])[F:25])=[CH:19][CH:18]=3)[S:22][CH:3]=2)=[CH:7][CH:8]=1, predict the reactants needed to synthesize it. The reactants are: Br.Br[CH2:3][C:4]([C:6]1[CH:11]=[CH:10][N:9]=[CH:8][CH:7]=1)=O.[F:12][C:13]([F:25])([F:24])[C:14]1[CH:19]=[CH:18][C:17]([NH:20][C:21]([NH2:23])=[S:22])=[CH:16][CH:15]=1.N.